The task is: Predict which catalyst facilitates the given reaction.. This data is from Catalyst prediction with 721,799 reactions and 888 catalyst types from USPTO. (1) Reactant: [CH3:1][C:2]1[CH:7]=[C:6]([C:8]([O:10]C)=[O:9])[CH:5]=[CH:4][C:3]=1[C:12]1[CH:17]=[CH:16][CH:15]=[CH:14][C:13]=1[CH3:18].[OH-].[Na+].Cl.O. Product: [CH3:1][C:2]1[CH:7]=[C:6]([C:8]([OH:10])=[O:9])[CH:5]=[CH:4][C:3]=1[C:12]1[CH:17]=[CH:16][CH:15]=[CH:14][C:13]=1[CH3:18]. The catalyst class is: 83. (2) Reactant: [H-].[Na+].[N+](NC1C=CC=CC=1)([O-])=O.[N+:13]([C:16]1[CH:22]=[CH:21][CH:20]=[CH:19][C:17]=1[NH2:18])([O-:15])=[O:14].[C:23](O[C:23]([O:25][C:26]([CH3:29])([CH3:28])[CH3:27])=[O:24])([O:25][C:26]([CH3:29])([CH3:28])[CH3:27])=[O:24]. Product: [C:26]([O:25][C:23]([NH:18][C:17]1[CH:19]=[CH:20][CH:21]=[CH:22][C:16]=1[N+:13]([O-:15])=[O:14])=[O:24])([CH3:29])([CH3:28])[CH3:27]. The catalyst class is: 7. (3) Reactant: [CH2:1]([O:3][C:4](=[O:42])[CH2:5][CH2:6][CH2:7][O:8][C:9]1[CH:14]=[CH:13][CH:12]=[C:11]([CH2:15][CH2:16][CH2:17][CH2:18][CH2:19][CH2:20][O:21][C:22]2[CH:27]=[C:26]([CH2:28]OS(C)(=O)=O)[CH:25]=[C:24]([Br:34])[CH:23]=2)[C:10]=1[CH2:35][CH2:36][C:37]([O:39][CH2:40][CH3:41])=[O:38])[CH3:2].[C-:43]#[N:44].[K+]. Product: [CH2:1]([O:3][C:4](=[O:42])[CH2:5][CH2:6][CH2:7][O:8][C:9]1[CH:14]=[CH:13][CH:12]=[C:11]([CH2:15][CH2:16][CH2:17][CH2:18][CH2:19][CH2:20][O:21][C:22]2[CH:27]=[C:26]([CH2:28][C:43]#[N:44])[CH:25]=[C:24]([Br:34])[CH:23]=2)[C:10]=1[CH2:35][CH2:36][C:37]([O:39][CH2:40][CH3:41])=[O:38])[CH3:2]. The catalyst class is: 31. (4) Reactant: [Cl:1][C:2]1[CH:3]=[C:4]([NH:9][C:10]2[C:19]3[C:14](=[C:15]([O:23]C)[CH:16]=[C:17]([N+:20]([O-:22])=[O:21])[CH:18]=3)[N:13]=[CH:12][C:11]=2[C:25]#[N:26])[CH:5]=[CH:6][C:7]=1[F:8].Cl.N1C=CC=CC=1. Product: [Cl:1][C:2]1[CH:3]=[C:4]([NH:9][C:10]2[C:19]3[C:14](=[C:15]([OH:23])[CH:16]=[C:17]([N+:20]([O-:22])=[O:21])[CH:18]=3)[N:13]=[CH:12][C:11]=2[C:25]#[N:26])[CH:5]=[CH:6][C:7]=1[F:8]. The catalyst class is: 3. (5) Reactant: Cl[C:2]1[C:3]2[N:14]=[N:13][N:12]([C@H:15]3[C@@H:19]4[O:20][C:21]([CH3:24])([CH3:23])[O:22][C@@H:18]4[C@@H:17]([O:25][CH2:26][CH2:27][OH:28])[CH2:16]3)[C:4]=2[N:5]=[C:6]([S:8][CH2:9][CH2:10][CH3:11])[N:7]=1.[F:29][C:30]1[CH:31]=[C:32]([C@@H:37]2[CH2:39][C@H:38]2[NH2:40])[CH:33]=[CH:34][C:35]=1[F:36].C(N(CC)C(C)C)(C)C.O. Product: [F:29][C:30]1[CH:31]=[C:32]([C@@H:37]2[CH2:39][C@H:38]2[NH:40][C:2]2[C:3]3[N:14]=[N:13][N:12]([C@H:15]4[C@@H:19]5[O:20][C:21]([CH3:24])([CH3:23])[O:22][C@@H:18]5[C@@H:17]([O:25][CH2:26][CH2:27][OH:28])[CH2:16]4)[C:4]=3[N:5]=[C:6]([S:8][CH2:9][CH2:10][CH3:11])[N:7]=2)[CH:33]=[CH:34][C:35]=1[F:36]. The catalyst class is: 4. (6) The catalyst class is: 20. Reactant: [CH3:1][O:2][C:3]1[C:4]([S:15]([C:18]2[CH:19]=[CH:20][C:21]([CH2:24][OH:25])=[N:22][CH:23]=2)(=[O:17])=[O:16])=[CH:5][C:6]2[CH2:12][CH2:11][N:10]([CH3:13])[CH2:9][CH2:8][C:7]=2[CH:14]=1.[F:26][C:27]1[CH:28]=[C:29](O)[CH:30]=[CH:31][C:32]=1[F:33].C1(P(C2C=CC=CC=2)C2C=CC=CC=2)C=CC=CC=1.N(C(OC(C)C)=O)=NC(OC(C)C)=O. Product: [F:26][C:27]1[CH:28]=[C:29]([CH:30]=[CH:31][C:32]=1[F:33])[O:25][CH2:24][C:21]1[N:22]=[CH:23][C:18]([S:15]([C:4]2[C:3]([O:2][CH3:1])=[CH:14][C:7]3[CH2:8][CH2:9][N:10]([CH3:13])[CH2:11][CH2:12][C:6]=3[CH:5]=2)(=[O:17])=[O:16])=[CH:19][CH:20]=1. (7) Reactant: [C:1]([O:5][C:6]([NH:8][CH:9]([C:13]([O:16][CH3:17])([CH3:15])[CH3:14])[C:10]([OH:12])=O)=[O:7])([CH3:4])([CH3:3])[CH3:2].C1C=CC2N(O)N=NC=2C=1.CCN=C=NCCCN(C)C.Cl.Cl.[CH3:41][C:42]1[N:46]2[C:47](=[O:56])[N:48]([CH:50]3[CH2:55][CH2:54][NH:53][CH2:52][CH2:51]3)[CH2:49][C:45]2=[CH:44][N:43]=1. Product: [CH3:17][O:16][C:13]([CH3:15])([CH3:14])[CH:9]([NH:8][C:6](=[O:7])[O:5][C:1]([CH3:2])([CH3:3])[CH3:4])[C:10]([N:53]1[CH2:52][CH2:51][CH:50]([N:48]2[CH2:49][C:45]3=[CH:44][N:43]=[C:42]([CH3:41])[N:46]3[C:47]2=[O:56])[CH2:55][CH2:54]1)=[O:12]. The catalyst class is: 556.